From a dataset of Orexin1 receptor HTS with 218,158 compounds and 233 confirmed actives. Binary Classification. Given a drug SMILES string, predict its activity (active/inactive) in a high-throughput screening assay against a specified biological target. The compound is S(=O)(=O)(N1CCN(CC1)Cc1ccc(cc1)C(F)(F)F)C. The result is 0 (inactive).